This data is from Forward reaction prediction with 1.9M reactions from USPTO patents (1976-2016). The task is: Predict the product of the given reaction. (1) Given the reactants [F:1][C:2]1[CH:3]=[C:4]([CH:42]=[C:43]([F:45])[CH:44]=1)[CH2:5][N:6]1[CH:10]=[C:9]([C:11]2[C:19]3[C:14](=[N:15][CH:16]=[C:17]([C:20]4[CH:21]=[CH:22][C:23]([F:31])=[C:24]([NH:26][S:27]([CH3:30])(=[O:29])=[O:28])[CH:25]=4)[CH:18]=3)[N:13](S(C3C=CC(C)=CC=3)(=O)=O)[CH:12]=2)[CH:8]=[N:7]1.[OH-].[Li+], predict the reaction product. The product is: [F:45][C:43]1[CH:42]=[C:4]([CH:3]=[C:2]([F:1])[CH:44]=1)[CH2:5][N:6]1[CH:10]=[C:9]([C:11]2[C:19]3[C:14](=[N:15][CH:16]=[C:17]([C:20]4[CH:21]=[CH:22][C:23]([F:31])=[C:24]([NH:26][S:27]([CH3:30])(=[O:28])=[O:29])[CH:25]=4)[CH:18]=3)[NH:13][CH:12]=2)[CH:8]=[N:7]1. (2) The product is: [OH:1][C:2]1[CH:3]=[N:4][C:5]2[C:10]([C:11]=1[C:12]([O:14][CH3:16])=[O:13])=[CH:9][CH:8]=[CH:7][CH:6]=2. Given the reactants [OH:1][C:2]1[CH:3]=[N:4][C:5]2[C:10]([C:11]=1[C:12]([OH:14])=[O:13])=[CH:9][CH:8]=[CH:7][CH:6]=2.Cl.[CH3:16]N(C)CCCN=C=NCC, predict the reaction product. (3) The product is: [CH2:14]([O:13][C:12]1[C:11](=[O:21])[N:10]=[C:9]([CH2:22][C:23]2([N:28]3[C:32]4=[N:33][CH:34]=[CH:35][CH:36]=[C:31]4[CH:30]=[CH:29]3)[CH2:27][CH2:26][CH2:25][CH2:24]2)[N:8]2[CH2:2][CH2:3][N:4]([CH3:37])[C:5](=[O:6])[C:7]=12)[C:15]1[CH:20]=[CH:19][CH:18]=[CH:17][CH:16]=1. Given the reactants O[CH2:2][CH2:3][N:4]([CH3:37])[C:5]([C:7]1[C:12]([O:13][CH2:14][C:15]2[CH:20]=[CH:19][CH:18]=[CH:17][CH:16]=2)=[C:11]([OH:21])[N:10]=[C:9]([CH2:22][C:23]2([N:28]3[C:32]4=[N:33][CH:34]=[CH:35][CH:36]=[C:31]4[CH:30]=[CH:29]3)[CH2:27][CH2:26][CH2:25][CH2:24]2)[N:8]=1)=[O:6].C1(P(C2C=CC=CC=2)C2C=CC=CC=2)C=CC=CC=1.N(C(OC(C)C)=O)=NC(OC(C)C)=O.CO, predict the reaction product. (4) Given the reactants [OH:1][C:2]1[C:3]([C:8]([OH:10])=[O:9])=[N:4][CH:5]=[CH:6][CH:7]=1.S(=O)(=O)(O)O.[CH3:16]O, predict the reaction product. The product is: [OH:1][C:2]1[C:3]([C:8]([O:10][CH3:16])=[O:9])=[N:4][CH:5]=[CH:6][CH:7]=1. (5) Given the reactants [Cl:1][C:2]1[CH:36]=[CH:35][C:5](/[CH:6]=[N:7]/[NH:8][C:9]([C:11]2[CH:16]=[C:15]([N:17]3[CH2:22][CH2:21][CH2:20][CH2:19][CH2:18]3)[CH:14]=[CH:13][C:12]=2[NH:23][C:24]([C:26]2[CH:27]=[C:28]([CH:32]=[CH:33][CH:34]=2)[C:29]([OH:31])=O)=[O:25])=[O:10])=[CH:4][C:3]=1[C:37]([F:40])([F:39])[F:38].[NH2:41][CH2:42][CH2:43][CH2:44][OH:45].CN(C(ON1N=NC2C=CC=NC1=2)=[N+](C)C)C.F[P-](F)(F)(F)(F)F.C(N(C(C)C)CC)(C)C, predict the reaction product. The product is: [Cl:1][C:2]1[CH:36]=[CH:35][C:5](/[CH:6]=[N:7]/[NH:8][C:9]([C:11]2[CH:16]=[C:15]([N:17]3[CH2:18][CH2:19][CH2:20][CH2:21][CH2:22]3)[CH:14]=[CH:13][C:12]=2[NH:23][C:24](=[O:25])[C:26]2[CH:34]=[CH:33][CH:32]=[C:28]([C:29]([NH:41][CH2:42][CH2:43][CH2:44][OH:45])=[O:31])[CH:27]=2)=[O:10])=[CH:4][C:3]=1[C:37]([F:38])([F:39])[F:40]. (6) Given the reactants [CH2:1]([O:8][CH2:9][C@@H:10]1[CH2:14][C@@H:13]([O:15]C(C)(C)C)[CH2:12][N:11]1[S:20]([C:23]1[CH:32]=[CH:31][C:30]2[C:25](=[CH:26][CH:27]=[CH:28][CH:29]=2)[CH:24]=1)(=[O:22])=[O:21])[C:2]1[CH:7]=[CH:6][CH:5]=[CH:4][CH:3]=1, predict the reaction product. The product is: [CH2:1]([O:8][CH2:9][C@H:10]1[N:11]([S:20]([C:23]2[CH:32]=[CH:31][C:30]3[C:25](=[CH:26][CH:27]=[CH:28][CH:29]=3)[CH:24]=2)(=[O:22])=[O:21])[CH2:12][C@H:13]([OH:15])[CH2:14]1)[C:2]1[CH:3]=[CH:4][CH:5]=[CH:6][CH:7]=1. (7) Given the reactants N[C:2]1[CH:11]=[CH:10][CH:9]=[C:8]2[C:3]=1[CH:4]=[CH:5][N:6]([CH2:13][CH2:14][OH:15])[C:7]2=[O:12].N([O-])=O.[Na+].CS(C)=O.[IH:24].C([O-])(O)=O.[Na+], predict the reaction product. The product is: [OH:15][CH2:14][CH2:13][N:6]1[CH:5]=[CH:4][C:3]2[C:8](=[CH:9][CH:10]=[CH:11][C:2]=2[I:24])[C:7]1=[O:12].